Dataset: Forward reaction prediction with 1.9M reactions from USPTO patents (1976-2016). Task: Predict the product of the given reaction. Given the reactants [CH2:1]([CH:3]([CH2:24][CH2:25][CH2:26][CH3:27])[CH2:4][C:5]1([CH2:16][CH:17]([CH2:22][CH3:23])[CH2:18][CH2:19][CH2:20][CH3:21])[C:15]2[CH:14]=[CH:13][S:12][C:11]=2[C:7]2[S:8][CH:9]=[CH:10][C:6]1=2)[CH3:2].[Li]CCCC.[CH2:33]([Sn:37](Cl)([CH2:42]CCC)[CH2:38]CCC)CCC.CCCCCC, predict the reaction product. The product is: [CH2:1]([CH:3]([CH2:24][CH2:25][CH2:26][CH3:27])[CH2:4][C:5]1([CH2:16][CH:17]([CH2:22][CH3:23])[CH2:18][CH2:19][CH2:20][CH3:21])[C:6]2[CH:10]=[C:9]([Sn:37]([CH3:42])([CH3:38])[CH3:33])[S:8][C:7]=2[C:11]2[S:12][C:13]([Sn:37]([CH3:42])([CH3:38])[CH3:33])=[CH:14][C:15]1=2)[CH3:2].